Dataset: Full USPTO retrosynthesis dataset with 1.9M reactions from patents (1976-2016). Task: Predict the reactants needed to synthesize the given product. (1) Given the product [NH2:1][C:2]1[N:7]=[C:6]2[N:5]([C:4](=[O:9])[CH:3]=1)[CH2:13][CH2:12][CH2:11][S:8]2, predict the reactants needed to synthesize it. The reactants are: [NH2:1][C:2]1[N:7]=[C:6]([SH:8])[N:5]=[C:4]([OH:9])[CH:3]=1.Br[CH2:11][CH2:12][CH2:13]Br.C(=O)([O-])[O-].[Cs+].[Cs+]. (2) Given the product [CH3:35][O:34][C:32](=[O:33])[C:31]([C:16]1[CH:17]=[C:18]2[C:19]([C@@H:20]3[CH2:25][C:24](=[O:26])[CH2:23][CH2:27][C@H:21]3[C:22]([CH3:28])([CH3:29])[O:30]2)=[C:14]([OH:13])[CH:15]=1)([CH3:36])[CH3:37], predict the reactants needed to synthesize it. The reactants are: [Si](OS(C(F)(F)F)(=O)=O)(C)(C)C.[OH:13][C:14]1[CH:15]=[C:16]([C:31]([CH3:37])([CH3:36])[C:32]([O:34][CH3:35])=[O:33])[CH:17]=[C:18]([OH:30])[C:19]=1[C@@H:20]1[CH2:25][C:24](=[O:26])[C@H:23]2[CH2:27][C@H:21]1[C:22]2([CH3:29])[CH3:28].C(Cl)Cl.[N+](C)([O-])=O. (3) Given the product [F:1][C:2]1[CH:7]=[CH:6][C:5]2[N:8]=[C:9]([CH:10]([NH:12][C:13]3[N:21]=[CH:20][N:19]=[C:18]4[C:14]=3[N:15]=[CH:16][NH:17]4)[CH3:11])[N:23]([C:24]3[CH:29]=[CH:28][C:27](=[O:33])[NH:26][CH:25]=3)[C:4]=2[CH:3]=1, predict the reactants needed to synthesize it. The reactants are: [F:1][C:2]1[CH:7]=[CH:6][C:5]([NH:8][C:9](=O)[C@@H:10]([NH:12][C:13]2[N:21]=[CH:20][N:19]=[C:18]3[C:14]=2[N:15]=[CH:16][NH:17]3)[CH3:11])=[C:4]([NH:23][C:24]2[CH:25]=[N:26][C:27](F)=[CH:28][CH:29]=2)[CH:3]=1.CC(O)=[O:33]. (4) Given the product [F:33][C:32]([F:35])([F:34])[C:30]([OH:36])=[O:31].[NH:1]1[CH:5]=[N:4][C:3]([C:6]2[CH:7]=[CH:8][C:9]([C:12]3[CH:13]=[N:14][N:15]4[CH:20]=[CH:19][C:18]([N:21]5[C@H:25]6[CH2:26][CH2:27][CH2:28][C@H:24]6[O:23][C:22]5=[O:29])=[N:17][C:16]=34)=[CH:10][CH:11]=2)=[N:2]1, predict the reactants needed to synthesize it. The reactants are: [NH:1]1[CH:5]=[N:4][C:3]([C:6]2[CH:11]=[CH:10][C:9]([C:12]3[CH:13]=[N:14][N:15]4[CH:20]=[CH:19][C:18]([N:21]5[C@H:25]6[CH2:26][CH2:27][CH2:28][C@H:24]6[O:23][C:22]5=[O:29])=[N:17][C:16]=34)=[CH:8][CH:7]=2)=[N:2]1.[C:30]([OH:36])([C:32]([F:35])([F:34])[F:33])=[O:31].C([C@H]1COC(=O)N1)(C)C.CC1(C)C(C)(C)OB(C2C=CC(C3N(COCC[Si](C)(C)C)C=CN=3)=CC=2)O1. (5) Given the product [CH:6]1([C:9]([CH:11]2[CH2:13][CH2:12]2)([OH:10])[CH2:3][CH:2]=[CH2:1])[CH2:8][CH2:7]1, predict the reactants needed to synthesize it. The reactants are: [CH2:1]([Mg]Br)[CH:2]=[CH2:3].[CH:6]1([C:9]([CH:11]2[CH2:13][CH2:12]2)=[O:10])[CH2:8][CH2:7]1. (6) Given the product [F:53][C:9]([F:8])([F:52])[C:10]1[CH:11]=[C:12]([CH:45]=[C:46]([C:48]([F:49])([F:51])[F:50])[CH:47]=1)[CH2:13][N:14]([CH3:44])[C:15]([N:17]1[CH2:22][CH2:21][C@H:20]([N:23]2[CH2:24][CH2:25][NH:26][CH2:27][CH2:28]2)[CH2:19][C@@H:18]1[C:36]1[CH:41]=[CH:40][C:39]([F:42])=[CH:38][C:37]=1[CH3:43])=[O:16], predict the reactants needed to synthesize it. The reactants are: C(O)(C(F)(F)F)=O.[F:8][C:9]([F:53])([F:52])[C:10]1[CH:11]=[C:12]([CH:45]=[C:46]([C:48]([F:51])([F:50])[F:49])[CH:47]=1)[CH2:13][N:14]([CH3:44])[C:15]([N:17]1[CH2:22][CH2:21][C@H:20]([N:23]2[CH2:28][CH2:27][N:26](C(OC(C)(C)C)=O)[CH2:25][CH2:24]2)[CH2:19][C@@H:18]1[C:36]1[CH:41]=[CH:40][C:39]([F:42])=[CH:38][C:37]=1[CH3:43])=[O:16]. (7) Given the product [Br:1][C:2]1[CH:7]=[CH:6][N:5]=[C:4]([NH:8][C:18](=[O:19])[CH:17]([CH3:21])[CH3:16])[CH:3]=1, predict the reactants needed to synthesize it. The reactants are: [Br:1][C:2]1[CH:7]=[CH:6][N:5]=[C:4]([NH2:8])[CH:3]=1.C(N(CC)CC)C.[CH3:16][CH:17]([CH3:21])[C:18](Cl)=[O:19]. (8) The reactants are: [I-].[CH3:2][S+](C)(C)=O.[H-].[Na+].[O:9]=[C:10]([CH3:26])[CH2:11][N:12]1[CH2:18][CH2:17][CH2:16][N:15]([C:19]([O:21][C:22]([CH3:25])([CH3:24])[CH3:23])=[O:20])[CH2:14][CH2:13]1. Given the product [CH3:26][C:10]1([CH2:11][N:12]2[CH2:18][CH2:17][CH2:16][N:15]([C:19]([O:21][C:22]([CH3:25])([CH3:24])[CH3:23])=[O:20])[CH2:14][CH2:13]2)[CH2:2][O:9]1, predict the reactants needed to synthesize it.